This data is from TCR-epitope binding with 47,182 pairs between 192 epitopes and 23,139 TCRs. The task is: Binary Classification. Given a T-cell receptor sequence (or CDR3 region) and an epitope sequence, predict whether binding occurs between them. (1) The epitope is YIFFASFYY. The TCR CDR3 sequence is CATSDHGTAYGYTF. Result: 1 (the TCR binds to the epitope). (2) The epitope is MPASWVMRI. The TCR CDR3 sequence is CASSLGVAGSDTQYF. Result: 1 (the TCR binds to the epitope). (3) The epitope is ITEEVGHTDLMAAY. The TCR CDR3 sequence is CSASLLEGKDTQYF. Result: 0 (the TCR does not bind to the epitope). (4) The epitope is RAKFKQLL. The TCR CDR3 sequence is CASSDGTSLYNEQFF. Result: 0 (the TCR does not bind to the epitope). (5) The epitope is VTEHDTLLY. The TCR CDR3 sequence is CSARDSRAQNTGELFF. Result: 0 (the TCR does not bind to the epitope). (6) The epitope is TLIGDCATV. The TCR CDR3 sequence is CASSPQGTLSYEQYF. Result: 1 (the TCR binds to the epitope).